This data is from Catalyst prediction with 721,799 reactions and 888 catalyst types from USPTO. The task is: Predict which catalyst facilitates the given reaction. (1) Product: [CH3:20][C:15]1[CH:14]=[CH:13][C:12]2[C:17](=[CH:18][CH:19]=[C:10]([NH:9][C:7]3[C:6]([N+:21]([O-:23])=[O:22])=[CH:5][N:4]=[C:3]([NH:25][C@@H:26]4[CH2:30][CH2:29][C@@H:28]([C:31]([OH:33])=[O:32])[CH2:27]4)[N:8]=3)[CH:11]=2)[N:16]=1. Reactant: Cl.Cl[C:3]1[N:8]=[C:7]([NH:9][C:10]2[CH:11]=[C:12]3[C:17](=[CH:18][CH:19]=2)[N:16]=[C:15]([CH3:20])[CH:14]=[CH:13]3)[C:6]([N+:21]([O-:23])=[O:22])=[CH:5][N:4]=1.Cl.[NH2:25][C@@H:26]1[CH2:30][CH2:29][C@@H:28]([C:31]([OH:33])=[O:32])[CH2:27]1.C(N(C(C)C)C(C)C)C. The catalyst class is: 12. (2) Reactant: [NH:1]1[C:9]2[C:4](=[CH:5][C:6]([C:10]([OH:12])=O)=[CH:7][CH:8]=2)[CH:3]=[CH:2]1.[F:13][C:14]([F:25])([F:24])[O:15][C:16]1[CH:21]=[CH:20][CH:19]=[CH:18][C:17]=1[CH2:22][NH2:23].C(N(CC)CC)C.F[P-](F)(F)(F)(F)F.N1(O[P+](N(C)C)(N(C)C)N(C)C)C2C=CC=CC=2N=N1.C(=O)(O)[O-].[Na+]. Product: [F:13][C:14]([F:24])([F:25])[O:15][C:16]1[CH:21]=[CH:20][CH:19]=[CH:18][C:17]=1[CH2:22][NH:23][C:10]([C:6]1[CH:5]=[C:4]2[C:9](=[CH:8][CH:7]=1)[NH:1][CH:2]=[CH:3]2)=[O:12]. The catalyst class is: 35. (3) Reactant: [C:1]([SiH2:5][O:6][C:7]([C:34]1[CH:39]=[CH:38][CH:37]=[CH:36][CH:35]=1)([C:28]1[CH:33]=[CH:32][CH:31]=[CH:30][CH:29]=1)[CH:8]1[O:12][CH:11]([N:13]2[CH:18]=[CH:17][C:16]([N:19]=[CH:20][N:21]([CH3:23])[CH3:22])=[N:15][C:14]2=[O:24])[C:10]([OH:26])([CH3:25])[CH:9]1[OH:27])([CH3:4])([CH3:3])[CH3:2].[C:40]([NH:47][C@H:48]([C:52](O)=[O:53])[CH:49]([CH3:51])[CH3:50])([O:42][C:43]([CH3:46])([CH3:45])[CH3:44])=[O:41].C(Cl)CCl. Product: [C:1]([SiH2:5][O:6][C:7]([C:28]1[CH:33]=[CH:32][CH:31]=[CH:30][CH:29]=1)([C:34]1[CH:35]=[CH:36][CH:37]=[CH:38][CH:39]=1)[CH:8]1[CH:9]([O:27][C:52](=[O:53])[CH:48]([NH:47][C:40]([O:42][C:43]([CH3:44])([CH3:46])[CH3:45])=[O:41])[CH:49]([CH3:51])[CH3:50])[C:10]([OH:26])([CH3:25])[CH:11]([N:13]2[CH:18]=[CH:17][C:16]([N:19]=[CH:20][N:21]([CH3:22])[CH3:23])=[N:15][C:14]2=[O:24])[O:12]1)([CH3:2])([CH3:3])[CH3:4]. The catalyst class is: 79. (4) Reactant: [ClH:1].[C:2]([C:4]1[CH:9]=[CH:8][CH:7]=[CH:6][C:5]=1[S:10]([N:13]1[CH2:18][CH2:17][O:16][C@H:15]([CH2:19][NH:20][C:21](=[O:35])[C@H:22]([CH2:31][CH:32]([CH3:34])[CH3:33])[NH:23]C(OC(C)(C)C)=O)[CH2:14]1)(=[O:12])=[O:11])#[N:3]. Product: [ClH:1].[C:2]([C:4]1[CH:9]=[CH:8][CH:7]=[CH:6][C:5]=1[S:10]([N:13]1[CH2:18][CH2:17][O:16][C@H:15]([CH2:19][NH:20][C:21](=[O:35])[C@H:22]([CH2:31][CH:32]([CH3:33])[CH3:34])[NH2:23])[CH2:14]1)(=[O:12])=[O:11])#[N:3]. The catalyst class is: 5. (5) Product: [O-:12][S:9]([C:8]([F:14])([F:13])[F:7])(=[O:11])=[O:10].[NH+:1]1[CH:6]=[CH:5][CH:4]=[CH:3][CH:2]=1. The catalyst class is: 2. Reactant: [N:1]1[CH:6]=[CH:5][CH:4]=[CH:3][CH:2]=1.[F:7][C:8]([F:14])([F:13])[S:9]([OH:12])(=[O:11])=[O:10]. (6) Reactant: [CH2:1](O)[C:2]#[C:3][CH2:4][OH:5].[C:7]1(=[O:17])[NH:11][C:10](=[O:12])[C:9]2=[CH:13][CH:14]=[CH:15][CH:16]=[C:8]12.C1(P(C2C=CC=CC=2)C2C=CC=CC=2)C=CC=CC=1.N(C(OC(C)C)=O)=NC(OC(C)C)=O. Product: [OH:5][CH2:4][C:3]#[C:2][CH2:1][N:11]1[C:7](=[O:17])[C:8]2[C:9](=[CH:13][CH:14]=[CH:15][CH:16]=2)[C:10]1=[O:12]. The catalyst class is: 7. (7) Reactant: [CH2:1]([O:8][C:9]([N:11]1[CH2:15][CH:14]=[CH:13][CH2:12]1)=[O:10])[C:2]1[CH:7]=[CH:6][CH:5]=[CH:4][CH:3]=1.ClC1C=CC=C(C(OO)=[O:24])C=1.S([O-])([O-])(=O)=S.[Na+].[Na+]. Product: [CH:13]12[O:24][CH:14]1[CH2:15][N:11]([C:9]([O:8][CH2:1][C:2]1[CH:3]=[CH:4][CH:5]=[CH:6][CH:7]=1)=[O:10])[CH2:12]2. The catalyst class is: 2. (8) Reactant: [CH3:1][O:2][C:3]1[CH:4]=[C:5]([CH2:23][C:24]([OH:26])=[O:25])[CH:6]=[CH:7][C:8]=1[O:9][C:10]1[C:11]([N+:20]([O-])=O)=[C:12]2[C:16](=[CH:17][CH:18]=1)[NH:15][C:14]([CH3:19])=[CH:13]2.O.O.[Sn](Cl)(Cl)(Cl)Cl.[C:34](=O)(O)[O-].[Na+]. Product: [NH2:20][C:11]1[C:10]([O:9][C:8]2[CH:7]=[CH:6][C:5]([CH2:23][C:24]([O:26][CH3:34])=[O:25])=[CH:4][C:3]=2[O:2][CH3:1])=[CH:18][CH:17]=[C:16]2[C:12]=1[CH:13]=[C:14]([CH3:19])[NH:15]2. The catalyst class is: 5.